Dataset: Full USPTO retrosynthesis dataset with 1.9M reactions from patents (1976-2016). Task: Predict the reactants needed to synthesize the given product. (1) Given the product [CH3:12][C@@:2]1([CH2:5][CH2:6][C:7]2[O:8][CH:9]=[CH:10][CH:11]=2)[CH2:3][O:4][C:13](=[O:14])[NH:1]1, predict the reactants needed to synthesize it. The reactants are: [NH2:1][C@:2]([CH3:12])([CH2:5][CH2:6][C:7]1[O:8][CH:9]=[CH:10][CH:11]=1)[CH2:3][OH:4].[C:13](OC(OC(C)(C)C)=O)(OC(C)(C)C)=[O:14].C(N(CC)CC)C.O. (2) Given the product [Br:10][C:11]1[CH:16]=[CH:15][N:14]=[C:13]2[N:17]([S:21]([C:24]3[CH:29]=[CH:28][C:27]([CH3:30])=[CH:26][CH:25]=3)(=[O:23])=[O:22])[C:18]([C:1]3[CH:6]=[CH:5][CH:4]=[CH:3][CH:2]=3)=[CH:19][C:12]=12, predict the reactants needed to synthesize it. The reactants are: [C:1]1(B(O)O)[CH:6]=[CH:5][CH:4]=[CH:3][CH:2]=1.[Br:10][C:11]1[CH:16]=[CH:15][N:14]=[C:13]2[N:17]([S:21]([C:24]3[CH:29]=[CH:28][C:27]([CH3:30])=[CH:26][CH:25]=3)(=[O:23])=[O:22])[C:18](I)=[CH:19][C:12]=12.C(=O)([O-])[O-].[Na+].[Na+]. (3) Given the product [F:38][C:29]1[CH:28]=[C:27]([CH:22]([NH:21][C:12]([C:11]2[CH:10]=[N:9][N:5]3[CH:6]=[C:7]([CH3:8])[C:2]([CH3:1])=[N:3][C:4]=23)=[O:14])[C:23]([OH:25])([CH3:26])[CH3:24])[CH:32]=[CH:31][C:30]=1[O:33][C:34]([F:37])([F:36])[F:35], predict the reactants needed to synthesize it. The reactants are: [CH3:1][C:2]1[C:7]([CH3:8])=[CH:6][N:5]2[N:9]=[CH:10][C:11]([C:12]([O:14]CC)=O)=[C:4]2[N:3]=1.[OH-].[Na+].Cl.Cl.[NH2:21][CH:22]([C:27]1[CH:32]=[CH:31][C:30]([O:33][C:34]([F:37])([F:36])[F:35])=[C:29]([F:38])[CH:28]=1)[C:23]([CH3:26])([OH:25])[CH3:24].F[P-](F)(F)(F)(F)F.N1(OC(N(C)C)=[N+](C)C)C2N=CC=CC=2N=N1.C(N(CC)C(C)C)(C)C. (4) Given the product [Cl:31][C:32]1[CH:33]=[C:34]([NH:38][C:39](=[O:62])[NH:40][C:41]2[CH:42]=[CH:43][C:44]([C:47]3[O:51][C:50]([CH:52]4[CH2:53][CH2:54][CH:55]([C:58]([OH:60])=[O:59])[CH2:56][CH2:57]4)=[N:49][CH:48]=3)=[CH:45][CH:46]=2)[CH:35]=[CH:36][CH:37]=1, predict the reactants needed to synthesize it. The reactants are: FC(F)(F)C1C=C(NC(=O)NC2C=CC(C3SC(CCC(O)=O)=NC=3)=CC=2)C=CC=1.[Cl:31][C:32]1[CH:33]=[C:34]([NH:38][C:39](=[O:62])[NH:40][C:41]2[CH:46]=[CH:45][C:44]([C:47]3[O:51][C:50]([CH:52]4[CH2:57][CH2:56][CH:55]([C:58]([O:60]C)=[O:59])[CH2:54][CH2:53]4)=[N:49][CH:48]=3)=[CH:43][CH:42]=2)[CH:35]=[CH:36][CH:37]=1. (5) Given the product [NH2:35][C:30]1[N:31]=[C:32]([CH3:34])[N:33]=[C:28]([C:14]2[CH:13]=[C:12]([CH:10]([CH3:11])[CH2:9][OH:8])[CH:17]=[N:16][C:15]=2[NH:18][C:19]2[CH:20]=[N:21][C:22]([O:26][CH3:27])=[C:23]([F:25])[CH:24]=2)[N:29]=1, predict the reactants needed to synthesize it. The reactants are: [Si]([O:8][CH2:9][CH:10]([C:12]1[CH:13]=[C:14]([C:28]2[N:33]=[C:32]([CH3:34])[N:31]=[C:30]([NH2:35])[N:29]=2)[C:15]([NH:18][C:19]2[CH:20]=[N:21][C:22]([O:26][CH3:27])=[C:23]([F:25])[CH:24]=2)=[N:16][CH:17]=1)[CH3:11])(C(C)(C)C)(C)C.